From a dataset of Catalyst prediction with 721,799 reactions and 888 catalyst types from USPTO. Predict which catalyst facilitates the given reaction. (1) Reactant: [Br:1][C:2]1[CH:7]=[CH:6][C:5]([CH3:8])=[C:4]([Cl:9])[CH:3]=1.[Br:10]N1C(=O)CCC1=O.C(OOC(=O)C1C=CC=CC=1)(=O)C1C=CC=CC=1. Product: [Br:1][C:2]1[CH:7]=[CH:6][C:5]([CH2:8][Br:10])=[C:4]([Cl:9])[CH:3]=1. The catalyst class is: 53. (2) Reactant: [NH:1]1[C:9]2[C:4](=[CH:5][CH:6]=[CH:7][CH:8]=2)[CH:3]=[C:2]1[C:10]([O:12][CH2:13][CH3:14])=[O:11].C1C(=O)N([Cl:22])C(=O)C1. Product: [Cl:22][C:3]1[C:4]2[C:9](=[CH:8][CH:7]=[CH:6][CH:5]=2)[NH:1][C:2]=1[C:10]([O:12][CH2:13][CH3:14])=[O:11]. The catalyst class is: 53.